Dataset: Forward reaction prediction with 1.9M reactions from USPTO patents (1976-2016). Task: Predict the product of the given reaction. Given the reactants [BH4-].[Na+].[F:3][C:4]([F:14])([F:13])[C:5]1[CH:10]=[CH:9][N:8]=[CH:7][C:6]=1[CH:11]=[O:12], predict the reaction product. The product is: [F:13][C:4]([F:3])([F:14])[C:5]1[CH:10]=[CH:9][N:8]=[CH:7][C:6]=1[CH2:11][OH:12].